From a dataset of Catalyst prediction with 721,799 reactions and 888 catalyst types from USPTO. Predict which catalyst facilitates the given reaction. (1) Reactant: [F:1][C:2]1[CH:7]=[CH:6][C:5]([C:8]2[N:9]=[C:10]3[CH:15]=[CH:14][CH:13]=[N:12][N:11]3[C:16]=2[C:17]2[CH:22]=[CH:21][N:20]=[C:19]([NH:23][C:24](=[O:31])OCC(Cl)(Cl)Cl)[CH:18]=2)=[CH:4][C:3]=1[CH3:32].[NH2:33][CH2:34][CH2:35][OH:36].C(N(C(C)C)C(C)C)C.C(=O)([O-])O.[Na+]. Product: [F:1][C:2]1[CH:7]=[CH:6][C:5]([C:8]2[N:9]=[C:10]3[CH:15]=[CH:14][CH:13]=[N:12][N:11]3[C:16]=2[C:17]2[CH:22]=[CH:21][N:20]=[C:19]([NH:23][C:24]([NH:33][CH2:34][CH2:35][OH:36])=[O:31])[CH:18]=2)=[CH:4][C:3]=1[CH3:32]. The catalyst class is: 16. (2) Reactant: [H-].[Na+].[O:3]1[CH:7]=[CH:6][CH:5]=[C:4]1[C:8]1[N:13]=[C:12]([NH2:14])[CH:11]=[N:10][C:9]=1[C:15]1[CH:20]=[CH:19][N:18]=[CH:17][N:16]=1.[C:21](Cl)(=[O:23])[CH3:22]. Product: [O:3]1[CH:7]=[CH:6][CH:5]=[C:4]1[C:8]1[N:13]=[C:12]([NH:14][C:21](=[O:23])[CH3:22])[CH:11]=[N:10][C:9]=1[C:15]1[CH:20]=[CH:19][N:18]=[CH:17][N:16]=1. The catalyst class is: 39. (3) Reactant: [CH2:1]([O:8][C:9]([N:11]1[CH2:16][CH2:15][CH:14]([OH:17])[CH:13]([OH:18])[CH2:12]1)=[O:10])[C:2]1[CH:7]=[CH:6][CH:5]=[CH:4][CH:3]=1.N1C=CC=CC=1.[CH3:25][S:26](Cl)(=[O:28])=[O:27]. Product: [CH2:1]([O:8][C:9]([N:11]1[CH2:16][CH2:15][CH:14]([O:17][S:26]([CH3:25])(=[O:28])=[O:27])[CH:13]([O:18][S:26]([CH3:25])(=[O:28])=[O:27])[CH2:12]1)=[O:10])[C:2]1[CH:3]=[CH:4][CH:5]=[CH:6][CH:7]=1. The catalyst class is: 2. (4) Reactant: [Br:1][C:2]1[CH:3]=[CH:4][C:5]([O:10][CH2:11][CH2:12][CH2:13][CH2:14][CH2:15][CH2:16][CH2:17][CH3:18])=[C:6]([CH:9]=1)[CH:7]=[O:8].[BH4-].[Na+].O.Cl. Product: [Br:1][C:2]1[CH:3]=[CH:4][C:5]([O:10][CH2:11][CH2:12][CH2:13][CH2:14][CH2:15][CH2:16][CH2:17][CH3:18])=[C:6]([CH:9]=1)[CH2:7][OH:8]. The catalyst class is: 8.